From a dataset of Full USPTO retrosynthesis dataset with 1.9M reactions from patents (1976-2016). Predict the reactants needed to synthesize the given product. (1) Given the product [Cl:1][C:2]1[CH:3]=[C:4]([CH:8]([C:16]2[CH:20]=[C:19]([CH:21]=[O:22])[S:18][C:17]=2[CH3:26])[NH:9][S:10]([C:12]([CH3:15])([CH3:14])[CH3:13])=[O:11])[CH:5]=[CH:6][CH:7]=1, predict the reactants needed to synthesize it. The reactants are: [Cl:1][C:2]1[CH:3]=[C:4]([CH:8]([C:16]2[CH:20]=[C:19]([CH:21]3OCC[O:22]3)[S:18][C:17]=2[CH3:26])[NH:9][S:10]([C:12]([CH3:15])([CH3:14])[CH3:13])=[O:11])[CH:5]=[CH:6][CH:7]=1. (2) Given the product [NH2:19][CH2:18][C:16]1[CH:15]=[CH:14][C:7]2[N:8]([CH2:9][CH2:10][CH:11]([CH3:12])[CH3:13])[C:4]([CH2:3][OH:2])=[N:5][C:6]=2[CH:17]=1, predict the reactants needed to synthesize it. The reactants are: O.[OH:2][CH2:3][C:4]1[N:8]([CH2:9][CH2:10][CH:11]([CH3:13])[CH3:12])[C:7]2[CH:14]=[CH:15][C:16]([C:18]#[N:19])=[CH:17][C:6]=2[N:5]=1. (3) Given the product [Br:1][C:2]1[CH:16]=[C:15]2[C:5]([CH2:6][C:7]([CH3:18])([CH3:17])[CH2:8][C:9]32[CH2:13][O:12][C:11]([NH:14][C:24](=[O:25])[O:23][C:20]([CH3:22])([CH3:21])[CH3:19])=[N:10]3)=[CH:4][CH:3]=1, predict the reactants needed to synthesize it. The reactants are: [Br:1][C:2]1[CH:16]=[C:15]2[C:5]([CH2:6][C:7]([CH3:18])([CH3:17])[CH2:8][C:9]32[CH2:13][O:12][C:11]([NH2:14])=[N:10]3)=[CH:4][CH:3]=1.[CH3:19][C:20]([O:23][C:24](O[C:24]([O:23][C:20]([CH3:22])([CH3:21])[CH3:19])=[O:25])=[O:25])([CH3:22])[CH3:21]. (4) Given the product [CH3:12][O:11][C:1](=[O:10])[CH2:2][CH:3]([C:4]1[CH:5]=[CH:6][CH:7]=[CH:8][CH:9]=1)[CH2:16][N+:13]([O-:15])=[O:14], predict the reactants needed to synthesize it. The reactants are: [C:1]([O:11][CH3:12])(=[O:10])[CH:2]=[CH:3][C:4]1[CH:9]=[CH:8][CH:7]=[CH:6][CH:5]=1.[N+:13]([CH3:16])([O-:15])=[O:14]. (5) Given the product [CH:29]1[CH:28]=[CH:27][C:26]([P:19]([C:20]2[CH:25]=[CH:24][CH:23]=[CH:22][CH:21]=2)[C:13]2[CH:18]=[CH:17][CH:16]=[CH:15][CH:14]=2)=[CH:31][CH:30]=1.[CH3:45][CH:43]([O:42][C:40](/[N:39]=[N:38]/[C:36]([O:35][CH:33]([CH3:34])[CH3:32])=[O:37])=[O:41])[CH3:44], predict the reactants needed to synthesize it. The reactants are: C1COCC1.C1(C)C=CC=CC=1.[C:13]1([P:19]([C:26]2[CH:31]=[CH:30][CH:29]=[CH:28][CH:27]=2)[C:20]2[CH:25]=[CH:24][CH:23]=[CH:22][CH:21]=2)[CH:18]=[CH:17][CH:16]=[CH:15][CH:14]=1.[CH3:32][CH:33]([O:35][C:36](/[N:38]=[N:39]/[C:40]([O:42][CH:43]([CH3:45])[CH3:44])=[O:41])=[O:37])[CH3:34]. (6) Given the product [CH2:5]([N:9]1[CH:13]=[CH:12][N:11]=[C:10]1[S:14][C:15]1[CH:16]=[N:17][CH:18]=[C:19]([Cl:23])[C:20]=1[CH2:21][Cl:3])[CH2:6][CH2:7][CH3:8], predict the reactants needed to synthesize it. The reactants are: O=S(Cl)[Cl:3].[CH2:5]([N:9]1[CH:13]=[CH:12][N:11]=[C:10]1[S:14][C:15]1[CH:16]=[N:17][CH:18]=[C:19]([Cl:23])[C:20]=1[CH2:21]O)[CH2:6][CH2:7][CH3:8].C([O-])([O-])=O.[Na+].[Na+].